From a dataset of Peptide-MHC class I binding affinity with 185,985 pairs from IEDB/IMGT. Regression. Given a peptide amino acid sequence and an MHC pseudo amino acid sequence, predict their binding affinity value. This is MHC class I binding data. (1) The peptide sequence is ATNNLGFMY. The MHC is HLA-A02:01 with pseudo-sequence HLA-A02:01. The binding affinity (normalized) is 0.0847. (2) The peptide sequence is AVHGYYIGY. The MHC is HLA-A02:06 with pseudo-sequence HLA-A02:06. The binding affinity (normalized) is 0.0847. (3) The peptide sequence is FTVQADMGCV. The MHC is HLA-A02:06 with pseudo-sequence HLA-A02:06. The binding affinity (normalized) is 0.565. (4) The peptide sequence is RVDFCGKGY. The MHC is HLA-A69:01 with pseudo-sequence HLA-A69:01. The binding affinity (normalized) is 0.0847. (5) The peptide sequence is IGDKPTCLV. The MHC is HLA-B15:01 with pseudo-sequence HLA-B15:01. The binding affinity (normalized) is 0.0847.